This data is from TCR-epitope binding with 47,182 pairs between 192 epitopes and 23,139 TCRs. The task is: Binary Classification. Given a T-cell receptor sequence (or CDR3 region) and an epitope sequence, predict whether binding occurs between them. (1) The epitope is KLNVGDYFV. The TCR CDR3 sequence is CASSQDGLAGFNEQFF. Result: 0 (the TCR does not bind to the epitope). (2) The epitope is AVFDRKSDAK. The TCR CDR3 sequence is CASSQEPNEQFF. Result: 0 (the TCR does not bind to the epitope). (3) Result: 0 (the TCR does not bind to the epitope). The epitope is RLRPGGKKK. The TCR CDR3 sequence is CASSQGQINQPQHF.